The task is: Predict the product of the given reaction.. This data is from Forward reaction prediction with 1.9M reactions from USPTO patents (1976-2016). The product is: [OH:4][C:5]1[CH:10]=[CH:9][C:8]([C:11]2[C:29]3[C:24](=[CH:25][CH:26]=[C:27]([O:30][CH3:31])[CH:28]=3)[C:13]3([C:21]4[C:16](=[CH:17][C:18]([O:22][CH3:23])=[CH:19][CH:20]=4)[CH2:15][CH2:14]3)[CH:12]=2)=[CH:7][CH:6]=1. Given the reactants C([O:4][C:5]1[CH:10]=[CH:9][C:8]([C:11]2[C:29]3[C:24](=[CH:25][CH:26]=[C:27]([O:30][CH3:31])[CH:28]=3)[C:13]3([C:21]4[C:16](=[CH:17][C:18]([O:22][CH3:23])=[CH:19][CH:20]=4)[CH2:15][CH2:14]3)[CH:12]=2)=[CH:7][CH:6]=1)C=C.C1(P(C2C=CC=CC=2)C2C=CC=CC=2)C=CC=CC=1.C(O)=O, predict the reaction product.